This data is from Retrosynthesis with 50K atom-mapped reactions and 10 reaction types from USPTO. The task is: Predict the reactants needed to synthesize the given product. (1) Given the product CC(C)(C)c1cc(CO)n[nH]1, predict the reactants needed to synthesize it. The reactants are: CCOC(=O)c1cc(C(C)(C)C)[nH]n1. (2) Given the product C=Cc1cc(OC[C@@H]2CCCN2C(=O)OC(C)(C)C)cnc1Cl, predict the reactants needed to synthesize it. The reactants are: C=C[Sn](CCCC)(CCCC)CCCC.CC(C)(C)OC(=O)N1CCC[C@H]1COc1cnc(Cl)c(Br)c1. (3) The reactants are: CCOC(=O)Cn1nc(C(F)(F)F)c2c1CCC2(F)F. Given the product O=C(O)Cn1nc(C(F)(F)F)c2c1CCC2(F)F, predict the reactants needed to synthesize it. (4) Given the product CNCc1ccc(Oc2cc(Cl)ccc2C#N)c(OC)c1, predict the reactants needed to synthesize it. The reactants are: CN.COc1cc(C=O)ccc1Oc1cc(Cl)ccc1C#N. (5) Given the product N#Cc1cccc(-c2ccc(C3(CNC(=O)Cc4cc(F)cc(F)c4)CCN(CC4CC4)CC3)cc2)c1, predict the reactants needed to synthesize it. The reactants are: N#Cc1cccc(B(O)O)c1.O=C(Cc1cc(F)cc(F)c1)NCC1(c2ccc(I)cc2)CCN(CC2CC2)CC1.